This data is from Full USPTO retrosynthesis dataset with 1.9M reactions from patents (1976-2016). The task is: Predict the reactants needed to synthesize the given product. (1) Given the product [CH3:20][O:19][C:15](=[O:18])[CH:16]([Cl:10])[CH2:17][C:2]1[CH:7]=[CH:6][C:5]([CH2:8][OH:9])=[CH:4][CH:3]=1, predict the reactants needed to synthesize it. The reactants are: N[C:2]1[CH:7]=[CH:6][C:5]([CH2:8][OH:9])=[CH:4][CH:3]=1.[ClH:10].N([O-])=O.[Na+].[C:15]([O:19][CH3:20])(=[O:18])[CH:16]=[CH2:17]. (2) Given the product [Br:13][C:9]1[C:10]([CH3:12])=[N:11][C:6]([Cl:14])=[CH:7][CH:8]=1, predict the reactants needed to synthesize it. The reactants are: N([O-])=O.[Na+].N[C:6]1[N:11]=[C:10]([CH3:12])[C:9]([Br:13])=[CH:8][CH:7]=1.[ClH:14]. (3) Given the product [CH2:1]([N:8]1[CH2:13][CH2:12][CH:11]([N:14]2[CH:22]=[N:21][C:20]3[C:15]2=[N:16][C:17]([C:44]2[CH:49]=[N:48][CH:47]=[C:46]([CH:45]=2)[CH:50]=[O:51])=[N:18][C:19]=3[N:23]2[CH2:28][CH2:27][O:26][CH2:25][CH2:24]2)[CH2:10][CH2:9]1)[C:2]1[CH:7]=[CH:6][CH:5]=[CH:4][CH:3]=1, predict the reactants needed to synthesize it. The reactants are: [CH2:1]([N:8]1[CH2:13][CH2:12][CH:11]([N:14]2[CH:22]=[N:21][C:20]3[C:15]2=[N:16][C:17](Cl)=[N:18][C:19]=3[N:23]2[CH2:28][CH2:27][O:26][CH2:25][CH2:24]2)[CH2:10][CH2:9]1)[C:2]1[CH:7]=[CH:6][CH:5]=[CH:4][CH:3]=1.C([O-])([O-])=O.[Na+].[Na+].CC1(C)C(C)(C)OB([C:44]2[CH:45]=[C:46]([CH:50]=[O:51])[CH:47]=[N:48][CH:49]=2)O1.